From a dataset of Forward reaction prediction with 1.9M reactions from USPTO patents (1976-2016). Predict the product of the given reaction. (1) Given the reactants [N+](C1C=CC([O:10][C:11](=[O:33])[NH:12][CH:13]([CH3:32])[C:14]#[C:15][C:16]2[S:20][C:19]([O:21][C:22]3[CH:27]=[CH:26][C:25]([O:28][CH:29]([CH3:31])[CH3:30])=[CH:24][CH:23]=3)=[N:18][CH:17]=2)=CC=1)([O-])=O.Cl.NO.C([N:39](CC)CC)C, predict the reaction product. The product is: [NH2:39][O:10][C:11]([NH:12][CH:13]([CH3:32])[C:14]#[C:15][C:16]1[S:20][C:19]([O:21][C:22]2[CH:23]=[CH:24][C:25]([O:28][CH:29]([CH3:30])[CH3:31])=[CH:26][CH:27]=2)=[N:18][CH:17]=1)=[O:33]. (2) The product is: [F:19][C:20]1[CH:21]=[C:22]([C:26]2[C:27]([C:36]3[CH:37]=[CH:38][C:39]([CH2:40][N:16]4[CH2:17][CH2:18][CH:13]([C:11]5[N:12]=[C:8]([C:4]6[CH:5]=[CH:6][CH:7]=[C:2]([CH3:1])[N:3]=6)[NH:9][N:10]=5)[CH2:14][CH2:15]4)=[CH:42][CH:43]=3)=[N:28][C:29]3[N:30]([N:32]=[C:33]([CH3:35])[N:34]=3)[CH:31]=2)[CH:23]=[CH:24][CH:25]=1. Given the reactants [CH3:1][C:2]1[CH:7]=[CH:6][CH:5]=[C:4]([C:8]2[NH:9][N:10]=[C:11]([CH:13]3[CH2:18][CH2:17][NH:16][CH2:15][CH2:14]3)[N:12]=2)[N:3]=1.[F:19][C:20]1[CH:21]=[C:22]([C:26]2[C:27]([C:36]3[CH:43]=[CH:42][C:39]([CH:40]=O)=[CH:38][CH:37]=3)=[N:28][C:29]3[N:30]([N:32]=[C:33]([CH3:35])[N:34]=3)[CH:31]=2)[CH:23]=[CH:24][CH:25]=1.[BH-](OC(C)=O)(OC(C)=O)OC(C)=O.[Na+].C([O-])(O)=O.[Na+], predict the reaction product. (3) Given the reactants [CH3:1][CH:2]([CH3:22])[CH2:3][NH:4][C:5]1[CH:10]=[C:9]([CH3:11])[N:8]=[C:7]([O:12][C:13]2[CH:18]=[CH:17][CH:16]=[CH:15][CH:14]=2)[C:6]=1[N+:19]([O-])=O.[H][H], predict the reaction product. The product is: [CH3:1][CH:2]([CH3:22])[CH2:3][NH:4][C:5]1[CH:10]=[C:9]([CH3:11])[N:8]=[C:7]([O:12][C:13]2[CH:18]=[CH:17][CH:16]=[CH:15][CH:14]=2)[C:6]=1[NH2:19]. (4) Given the reactants C([O:4][C:5]1[CH:14]=[C:13]2[C:8]([CH:9]=[C:10]([C:15]3[CH:20]=[CH:19][C:18]([Br:21])=[CH:17][CH:16]=3)[CH2:11][O:12]2)=[CH:7][CH:6]=1)(=O)C.N1C=CN=C1.O, predict the reaction product. The product is: [OH:4][C:5]1[CH:14]=[C:13]2[C:8]([CH:9]=[C:10]([C:15]3[CH:16]=[CH:17][C:18]([Br:21])=[CH:19][CH:20]=3)[CH2:11][O:12]2)=[CH:7][CH:6]=1. (5) Given the reactants [Na].O.O.[OH:4][C:5]1[CH:10]=[CH:9][C:8]([S:11]([OH:14])(=O)=[O:12])=[CH:7][CH:6]=1.C(Cl)(=O)C([Cl:18])=O, predict the reaction product. The product is: [OH:4][C:5]1[CH:10]=[CH:9][C:8]([S:11]([Cl:18])(=[O:14])=[O:12])=[CH:7][CH:6]=1. (6) The product is: [CH3:29][C:24]1[CH:25]=[CH:26][CH:27]=[CH:28][C:23]=1[N:20]1[C:21](=[O:22])[C:11]2=[N:10][N:9]([CH2:8][C:5]3[CH:6]=[N:7][C:2]([C:35]4[N:36]=[CH:37][S:38][CH:39]=4)=[CH:3][CH:4]=3)[C:18]3[CH:17]=[CH:16][CH:15]=[CH:14][C:13]=3[C:12]2=[N:19]1. Given the reactants Br[C:2]1[N:7]=[CH:6][C:5]([CH2:8][N:9]2[C:18]3[CH:17]=[CH:16][CH:15]=[CH:14][C:13]=3[C:12]3=[N:19][N:20]([C:23]4[CH:28]=[CH:27][CH:26]=[CH:25][C:24]=4[CH3:29])[C:21](=[O:22])[C:11]3=[N:10]2)=[CH:4][CH:3]=1.C([Sn](CCCC)(CCCC)[C:35]1[N:36]=[CH:37][S:38][CH:39]=1)CCC.[F-].[Cs+], predict the reaction product. (7) Given the reactants [OH-].[Na+].[CH3:3][C:4]1[CH:5]=[CH:6][C:7]([C:14]2[O:15][CH:16]=[CH:17][N:18]=2)=[C:8]([CH:13]=1)[C:9]([O:11]C)=[O:10], predict the reaction product. The product is: [CH3:3][C:4]1[CH:5]=[CH:6][C:7]([C:14]2[O:15][CH:16]=[CH:17][N:18]=2)=[C:8]([CH:13]=1)[C:9]([OH:11])=[O:10].